From a dataset of Reaction yield outcomes from USPTO patents with 853,638 reactions. Predict the reaction yield, written as a fraction of the theoretical maximum amount of product (1.0 means a 100% yield; for example, 0.34 means a 34% yield). (1) The reactants are Cl[C:2]1[N:7]=[C:6]([C:8]2[N:12]3[CH:13]=[CH:14][CH:15]=[C:16]([F:17])[C:11]3=[N:10][C:9]=2[C:18]2[CH:19]=[C:20]([CH:32]=[CH:33][CH:34]=2)[C:21]([NH:23][C:24]2[C:29]([F:30])=[CH:28][CH:27]=[CH:26][C:25]=2[F:31])=[O:22])[CH:5]=[CH:4][N:3]=1.[F:35][CH2:36][CH2:37][N:38]1[CH2:43][CH2:42][N:41]([CH:44]2[CH2:49][CH2:48][N:47]([C:50]3[CH:56]=[CH:55][C:53]([NH2:54])=[C:52]([O:57][CH3:58])[CH:51]=3)[CH2:46][CH2:45]2)[CH2:40][CH2:39]1.O.C1(C)C=CC(S(O)(=O)=O)=CC=1.C[O-].[Na+]. The catalyst is FC(F)(F)CO.CO.C(Cl)Cl.CCCCCC. The product is [F:31][C:25]1[CH:26]=[CH:27][CH:28]=[C:29]([F:30])[C:24]=1[NH:23][C:21](=[O:22])[C:20]1[CH:32]=[CH:33][CH:34]=[C:18]([C:9]2[N:10]=[C:11]3[C:16]([F:17])=[CH:15][CH:14]=[CH:13][N:12]3[C:8]=2[C:6]2[CH:5]=[CH:4][N:3]=[C:2]([NH:54][C:53]3[CH:55]=[CH:56][C:50]([N:47]4[CH2:46][CH2:45][CH:44]([N:41]5[CH2:40][CH2:39][N:38]([CH2:37][CH2:36][F:35])[CH2:43][CH2:42]5)[CH2:49][CH2:48]4)=[CH:51][C:52]=3[O:57][CH3:58])[N:7]=2)[CH:19]=1. The yield is 0.490. (2) The reactants are [F:1][C:2]1[CH:8]=[C:7]([I:9])[CH:6]=[CH:5][C:3]=1[NH2:4].[C:10](OC(=O)C)(=[O:12])[CH3:11]. The catalyst is O1CCCC1. The product is [F:1][C:2]1[CH:8]=[C:7]([I:9])[CH:6]=[CH:5][C:3]=1[NH:4][C:10](=[O:12])[CH3:11]. The yield is 0.920.